This data is from Aqueous solubility values for 9,982 compounds from the AqSolDB database. The task is: Regression/Classification. Given a drug SMILES string, predict its absorption, distribution, metabolism, or excretion properties. Task type varies by dataset: regression for continuous measurements (e.g., permeability, clearance, half-life) or binary classification for categorical outcomes (e.g., BBB penetration, CYP inhibition). For this dataset (solubility_aqsoldb), we predict Y. (1) The molecule is Cc1cc(C)cc(N2C(=O)c3ccc4c5ccc6c7c(ccc(c8ccc(c3c48)C2=O)c75)C(=O)N(c2cc(C)cc(C)c2)C6=O)c1. The Y is -7.48 log mol/L. (2) The drug is C=CCOC(=O)COc1ccccc1. The Y is -2.54 log mol/L. (3) The compound is CCCCCCCC/C=C\CCCCCCCC(=O)O.NCCNCCO. The Y is -4.81 log mol/L.